The task is: Regression. Given two drug SMILES strings and cell line genomic features, predict the synergy score measuring deviation from expected non-interaction effect.. This data is from NCI-60 drug combinations with 297,098 pairs across 59 cell lines. (1) Drug 1: C(CC(=O)O)C(=O)CN.Cl. Drug 2: CC(C)NC(=O)C1=CC=C(C=C1)CNNC.Cl. Cell line: MALME-3M. Synergy scores: CSS=14.2, Synergy_ZIP=-3.48, Synergy_Bliss=-2.19, Synergy_Loewe=-2.98, Synergy_HSA=-3.57. (2) Drug 1: CC1OCC2C(O1)C(C(C(O2)OC3C4COC(=O)C4C(C5=CC6=C(C=C35)OCO6)C7=CC(=C(C(=C7)OC)O)OC)O)O. Drug 2: B(C(CC(C)C)NC(=O)C(CC1=CC=CC=C1)NC(=O)C2=NC=CN=C2)(O)O. Cell line: SF-539. Synergy scores: CSS=19.3, Synergy_ZIP=-3.42, Synergy_Bliss=-1.07, Synergy_Loewe=-0.00941, Synergy_HSA=-0.448. (3) Drug 1: C1C(C(OC1N2C=C(C(=O)NC2=O)F)CO)O. Synergy scores: CSS=40.1, Synergy_ZIP=-0.941, Synergy_Bliss=-1.82, Synergy_Loewe=-3.03, Synergy_HSA=-0.537. Drug 2: B(C(CC(C)C)NC(=O)C(CC1=CC=CC=C1)NC(=O)C2=NC=CN=C2)(O)O. Cell line: OVCAR-5. (4) Drug 1: C1CC(C1)(C(=O)O)C(=O)O.[NH2-].[NH2-].[Pt+2]. Drug 2: COC1=C2C(=CC3=C1OC=C3)C=CC(=O)O2. Cell line: NCI/ADR-RES. Synergy scores: CSS=0.240, Synergy_ZIP=0.0842, Synergy_Bliss=-0.979, Synergy_Loewe=0.874, Synergy_HSA=-2.68. (5) Drug 1: CS(=O)(=O)C1=CC(=C(C=C1)C(=O)NC2=CC(=C(C=C2)Cl)C3=CC=CC=N3)Cl. Drug 2: CCCCCOC(=O)NC1=NC(=O)N(C=C1F)C2C(C(C(O2)C)O)O. Cell line: HOP-62. Synergy scores: CSS=3.78, Synergy_ZIP=0.0858, Synergy_Bliss=3.82, Synergy_Loewe=-3.23, Synergy_HSA=0.564. (6) Drug 1: CC12CCC3C(C1CCC2=O)CC(=C)C4=CC(=O)C=CC34C. Drug 2: CCC1=CC2CC(C3=C(CN(C2)C1)C4=CC=CC=C4N3)(C5=C(C=C6C(=C5)C78CCN9C7C(C=CC9)(C(C(C8N6C)(C(=O)OC)O)OC(=O)C)CC)OC)C(=O)OC.C(C(C(=O)O)O)(C(=O)O)O. Cell line: SK-MEL-2. Synergy scores: CSS=55.5, Synergy_ZIP=-2.17, Synergy_Bliss=-1.54, Synergy_Loewe=-9.46, Synergy_HSA=1.89.